Dataset: Full USPTO retrosynthesis dataset with 1.9M reactions from patents (1976-2016). Task: Predict the reactants needed to synthesize the given product. (1) Given the product [Cl:15][C:12]1[CH:13]=[CH:14][C:9]([O:8][CH2:7][C:6]([OH:5])=[O:18])=[C:10]([C:16]#[C:17][C:20]2[CH:25]=[N:24][CH:23]=[C:22]([NH:26][S:27]([CH3:30])(=[O:29])=[O:28])[CH:21]=2)[CH:11]=1, predict the reactants needed to synthesize it. The reactants are: C([O:5][C:6](=[O:18])[CH2:7][O:8][C:9]1[CH:14]=[CH:13][C:12]([Cl:15])=[CH:11][C:10]=1[C:16]#[CH:17])(C)(C)C.Br[C:20]1[CH:21]=[C:22]([NH:26][S:27]([CH3:30])(=[O:29])=[O:28])[CH:23]=[N:24][CH:25]=1. (2) Given the product [Cl:17][C:5]1[C:6]([C:8]2[N:12]3[CH:13]=[CH:14][CH:15]=[CH:16][C:11]3=[N:10][CH:9]=2)=[N:7][C:2]([NH:18][C:19]2[CH:24]=[CH:23][C:22]([CH:25]([CH2:31][OH:32])[CH2:26][NH:27][C:28](=[O:30])[CH3:29])=[CH:21][C:20]=2[O:33][CH3:34])=[N:3][CH:4]=1, predict the reactants needed to synthesize it. The reactants are: Cl[C:2]1[N:7]=[C:6]([C:8]2[N:12]3[CH:13]=[CH:14][CH:15]=[CH:16][C:11]3=[N:10][CH:9]=2)[C:5]([Cl:17])=[CH:4][N:3]=1.[NH2:18][C:19]1[CH:24]=[CH:23][C:22]([CH:25]([CH2:31][OH:32])[CH2:26][NH:27][C:28](=[O:30])[CH3:29])=[CH:21][C:20]=1[O:33][CH3:34].CC1C=CC(S(O)(=O)=O)=CC=1. (3) Given the product [CH2:24]([C:21]1[CH:22]=[CH:23][C:18]([C:16]2[O:15][N:14]=[C:13]([C:10]3[N:9]=[CH:8][C:7]([CH:30]=[O:31])=[CH:12][N:11]=3)[N:17]=2)=[CH:19][CH:20]=1)[CH:25]([CH3:27])[CH3:26], predict the reactants needed to synthesize it. The reactants are: C([Li])CCC.Cl[C:7]1[CH:8]=[N:9][C:10]([C:13]2[N:17]=[C:16]([C:18]3[CH:23]=[CH:22][C:21]([CH2:24][CH:25]([CH3:27])[CH3:26])=[CH:20][CH:19]=3)[O:15][N:14]=2)=[N:11][CH:12]=1.C1C[O:31][CH2:30]C1. (4) Given the product [CH3:1][O:2][C:3](=[O:35])[O:4][CH2:5][CH2:6][O:7][C:8]1[CH:13]=[C:12]([O:14][CH3:15])[CH:11]=[C:10]([C:16](=[N:25][C:26]2[CH:27]=[CH:28][C:29]([C:32]#[N:33])=[CH:30][CH:31]=2)[C:17]2[NH:20][C:21](=[O:23])[N:42]([C:37]3[N:38]=[CH:39][CH:40]=[CH:41][N:36]=3)[N:43]=2)[C:9]=1[F:34], predict the reactants needed to synthesize it. The reactants are: [CH3:1][O:2][C:3](=[O:35])[O:4][CH2:5][CH2:6][O:7][C:8]1[CH:13]=[C:12]([O:14][CH3:15])[CH:11]=[C:10]([C:16](=[N:25][C:26]2[CH:31]=[CH:30][C:29]([C:32]#[N:33])=[CH:28][CH:27]=2)[C:17](=[N:20][C:21]([O:23]C)=O)SC)[C:9]=1[F:34].[N:36]1[CH:41]=[CH:40][CH:39]=[N:38][C:37]=1[NH:42][NH2:43].C(N(CC)CC)C. (5) The reactants are: [Cl:1][C:2]1[C:3]([N:8]2[CH2:13][CH2:12][N:11]([CH3:14])[CH2:10][CH2:9]2)=[N:4][CH:5]=[CH:6][N:7]=1.[OH:15][CH2:16][CH:17]1[O:22][C:21]2[CH:23]=[CH:24][CH:25]=[CH:26][C:20]=2[O:19][CH2:18]1.[ClH:27]. Given the product [ClH:1].[ClH:27].[CH3:14][N:11]1[CH2:12][CH2:13][N:8]([C:3]2[C:2]([O:15][CH2:16][CH:17]3[O:22][C:21]4[CH:23]=[CH:24][CH:25]=[CH:26][C:20]=4[O:19][CH2:18]3)=[N:7][CH:6]=[CH:5][N:4]=2)[CH2:9][CH2:10]1, predict the reactants needed to synthesize it. (6) Given the product [OH:33][C@H:30]1[CH2:31][CH2:32][C@H:27]([N:26]2[CH2:2][CH2:3][C@@:4]3([CH2:9][CH2:8][CH2:7][N:6]([C:10]([O:12][CH2:13][C:14]4[CH:15]=[CH:16][CH:17]=[CH:18][CH:19]=4)=[O:11])[CH2:5]3)[C:20]2=[O:22])[CH2:28][CH2:29]1, predict the reactants needed to synthesize it. The reactants are: O=[CH:2][CH2:3][C:4]1([C:20]([O:22]CC)=O)[CH2:9][CH2:8][CH2:7][N:6]([C:10]([O:12][CH2:13][C:14]2[CH:19]=[CH:18][CH:17]=[CH:16][CH:15]=2)=[O:11])[CH2:5]1.Cl.[NH2:26][C@H:27]1[CH2:32][CH2:31][C@H:30]([OH:33])[CH2:29][CH2:28]1.C(N(CC)CC)C.ClCCCl.C(O[BH-](OC(=O)C)OC(=O)C)(=O)C.[Na+].